This data is from Catalyst prediction with 721,799 reactions and 888 catalyst types from USPTO. The task is: Predict which catalyst facilitates the given reaction. (1) Reactant: I[C:2]1[CH:7]=[CH:6][C:5]([CH2:8][O:9][C:10]2[CH:15]=[CH:14][CH:13]=[CH:12][CH:11]=2)=[CH:4][CH:3]=1.[C:16]([O:20][CH3:21])(=[O:19])[C:17]#[CH:18].C(=O)([O-])[O-].[K+].[K+]. Product: [O:9]([CH2:8][C:5]1[CH:6]=[CH:7][C:2]([C:18]#[C:17][C:16]([O:20][CH3:21])=[O:19])=[CH:3][CH:4]=1)[C:10]1[CH:15]=[CH:14][CH:13]=[CH:12][CH:11]=1. The catalyst class is: 1. (2) Reactant: C(Cl)(=O)C(Cl)=O.[CH3:7][O:8][C:9]1[CH:14]=[CH:13][C:12]([C:15]2[S:19][C:18]([C:20](O)=[O:21])=[C:17]([C:23]3[CH:28]=[CH:27][C:26]([S:29](=[O:32])(=[O:31])[NH2:30])=[CH:25][CH:24]=3)[C:16]=2[CH3:33])=[CH:11][CH:10]=1.[CH3:34][N:35]([CH:37]=O)[CH3:36].C(N(CC)CC)C.Cl.[CH3:47][NH:48][O:49][CH3:50]. Product: [CH3:37][N:35]([CH:34]=[N:30][S:29]([C:26]1[CH:25]=[CH:24][C:23]([C:17]2[C:16]([CH3:33])=[C:15]([C:12]3[CH:11]=[CH:10][C:9]([O:8][CH3:7])=[CH:14][CH:13]=3)[S:19][C:18]=2[C:20]([N:48]([O:49][CH3:50])[CH3:47])=[O:21])=[CH:28][CH:27]=1)(=[O:31])=[O:32])[CH3:36]. The catalyst class is: 4. (3) Reactant: [OH:1][C:2]1[CH:7]=[CH:6][C:5]([CH:8]([CH3:12])[C:9]([OH:11])=O)=[CH:4][CH:3]=1.Cl.CN(C)CCCN=C=NCC.N1C2C(=NC=CC=2)N(O)N=1.[C:35]([O:39][C:40]([NH:42][CH2:43][CH2:44][NH2:45])=[O:41])([CH3:38])([CH3:37])[CH3:36].[NH4+].[Cl-]. Product: [C:35]([O:39][C:40](=[O:41])[NH:42][CH2:43][CH2:44][NH:45][C:9](=[O:11])[CH:8]([C:5]1[CH:4]=[CH:3][C:2]([OH:1])=[CH:7][CH:6]=1)[CH3:12])([CH3:38])([CH3:36])[CH3:37]. The catalyst class is: 9. (4) Reactant: [CH3:1][O:2][C:3]1[CH:4]=[C:5]2[C:9](=[CH:10][CH:11]=1)[NH:8][C:7](=[O:12])[C:6]2=O.O.NN.Cl. Product: [CH3:1][O:2][C:3]1[CH:4]=[C:5]2[C:9](=[CH:10][CH:11]=1)[NH:8][C:7](=[O:12])[CH2:6]2. The catalyst class is: 58. (5) Reactant: [CH3:1][C:2]([CH2:7][CH2:8][CH3:9])([CH2:5][OH:6])[CH2:3][OH:4].[CH:10]([N:13]=[C:14]=[O:15])([CH3:12])[CH3:11].O. Product: [CH:10]([NH:13][C:14](=[O:15])[O:4][CH2:3][C:2]([CH3:1])([CH2:5][OH:6])[CH2:7][CH2:8][CH3:9])([CH3:12])[CH3:11]. The catalyst class is: 11.